This data is from NCI-60 drug combinations with 297,098 pairs across 59 cell lines. The task is: Regression. Given two drug SMILES strings and cell line genomic features, predict the synergy score measuring deviation from expected non-interaction effect. (1) Drug 1: CC(C)(C#N)C1=CC(=CC(=C1)CN2C=NC=N2)C(C)(C)C#N. Drug 2: CC12CCC3C(C1CCC2OP(=O)(O)O)CCC4=C3C=CC(=C4)OC(=O)N(CCCl)CCCl.[Na+]. Cell line: MALME-3M. Synergy scores: CSS=5.14, Synergy_ZIP=-0.485, Synergy_Bliss=0.202, Synergy_Loewe=-2.17, Synergy_HSA=-2.94. (2) Drug 1: CCC1(CC2CC(C3=C(CCN(C2)C1)C4=CC=CC=C4N3)(C5=C(C=C6C(=C5)C78CCN9C7C(C=CC9)(C(C(C8N6C=O)(C(=O)OC)O)OC(=O)C)CC)OC)C(=O)OC)O.OS(=O)(=O)O. Drug 2: C1CN(P(=O)(OC1)NCCCl)CCCl. Cell line: COLO 205. Synergy scores: CSS=17.9, Synergy_ZIP=-1.38, Synergy_Bliss=-1.70, Synergy_Loewe=-16.0, Synergy_HSA=1.28. (3) Drug 1: C1=NC2=C(N1)C(=S)N=C(N2)N. Drug 2: C1=NC(=NC(=O)N1C2C(C(C(O2)CO)O)O)N. Cell line: HOP-62. Synergy scores: CSS=25.7, Synergy_ZIP=-1.44, Synergy_Bliss=-2.86, Synergy_Loewe=-5.05, Synergy_HSA=-2.48. (4) Drug 1: CC1=CC2C(CCC3(C2CCC3(C(=O)C)OC(=O)C)C)C4(C1=CC(=O)CC4)C. Drug 2: N.N.Cl[Pt+2]Cl. Cell line: LOX IMVI. Synergy scores: CSS=0.244, Synergy_ZIP=-3.10, Synergy_Bliss=-5.37, Synergy_Loewe=-6.04, Synergy_HSA=-4.13. (5) Drug 1: CCCS(=O)(=O)NC1=C(C(=C(C=C1)F)C(=O)C2=CNC3=C2C=C(C=N3)C4=CC=C(C=C4)Cl)F. Drug 2: CC1C(C(CC(O1)OC2CC(OC(C2O)C)OC3=CC4=CC5=C(C(=O)C(C(C5)C(C(=O)C(C(C)O)O)OC)OC6CC(C(C(O6)C)O)OC7CC(C(C(O7)C)O)OC8CC(C(C(O8)C)O)(C)O)C(=C4C(=C3C)O)O)O)O. Cell line: HCT-15. Synergy scores: CSS=-1.69, Synergy_ZIP=0.959, Synergy_Bliss=0.922, Synergy_Loewe=-2.29, Synergy_HSA=-1.66. (6) Drug 2: CN(CC1=CN=C2C(=N1)C(=NC(=N2)N)N)C3=CC=C(C=C3)C(=O)NC(CCC(=O)O)C(=O)O. Cell line: UO-31. Drug 1: C1CC(=O)NC(=O)C1N2CC3=C(C2=O)C=CC=C3N. Synergy scores: CSS=48.8, Synergy_ZIP=8.82, Synergy_Bliss=8.08, Synergy_Loewe=3.06, Synergy_HSA=9.32. (7) Drug 1: CC(CN1CC(=O)NC(=O)C1)N2CC(=O)NC(=O)C2. Drug 2: C(CCl)NC(=O)N(CCCl)N=O. Cell line: MALME-3M. Synergy scores: CSS=4.64, Synergy_ZIP=-2.96, Synergy_Bliss=-0.223, Synergy_Loewe=-3.63, Synergy_HSA=-2.69. (8) Drug 1: CC1=C2C(C(=O)C3(C(CC4C(C3C(C(C2(C)C)(CC1OC(=O)C(C(C5=CC=CC=C5)NC(=O)OC(C)(C)C)O)O)OC(=O)C6=CC=CC=C6)(CO4)OC(=O)C)OC)C)OC. Drug 2: CCN(CC)CCNC(=O)C1=C(NC(=C1C)C=C2C3=C(C=CC(=C3)F)NC2=O)C. Cell line: NCI-H226. Synergy scores: CSS=39.5, Synergy_ZIP=13.0, Synergy_Bliss=13.4, Synergy_Loewe=-13.0, Synergy_HSA=11.3. (9) Drug 1: C1C(C(OC1N2C=NC3=C(N=C(N=C32)Cl)N)CO)O. Drug 2: CC1=C(C(=CC=C1)Cl)NC(=O)C2=CN=C(S2)NC3=CC(=NC(=N3)C)N4CCN(CC4)CCO. Cell line: 786-0. Synergy scores: CSS=8.98, Synergy_ZIP=-0.870, Synergy_Bliss=7.70, Synergy_Loewe=-0.201, Synergy_HSA=2.00.